Dataset: Full USPTO retrosynthesis dataset with 1.9M reactions from patents (1976-2016). Task: Predict the reactants needed to synthesize the given product. (1) Given the product [Cl:1][C:2]1[CH:3]=[C:4]([S:9]([N:12]2[CH:21]([C:22]([NH:24][C@H:25]([C:44]([OH:46])=[O:45])[CH2:26][C:27]3[CH:28]=[CH:29][C:30]([NH:33][C:34](=[O:43])[C:35]4[C:40]([Cl:41])=[CH:39][N:38]=[CH:37][C:36]=4[Cl:42])=[CH:31][CH:32]=3)=[O:23])[CH2:20][C:19]3[C:14](=[CH:15][CH:16]=[CH:17][CH:18]=3)[CH2:13]2)(=[O:11])=[O:10])[CH:5]=[C:6]([Cl:8])[CH:7]=1, predict the reactants needed to synthesize it. The reactants are: [Cl:1][C:2]1[CH:3]=[C:4]([S:9]([N:12]2[CH:21]([C:22]([NH:24][C@H:25]([C:44]([O:46]C)=[O:45])[CH2:26][C:27]3[CH:32]=[CH:31][C:30]([NH:33][C:34](=[O:43])[C:35]4[C:40]([Cl:41])=[CH:39][N:38]=[CH:37][C:36]=4[Cl:42])=[CH:29][CH:28]=3)=[O:23])[CH2:20][C:19]3[C:14](=[CH:15][CH:16]=[CH:17][CH:18]=3)[CH2:13]2)(=[O:11])=[O:10])[CH:5]=[C:6]([Cl:8])[CH:7]=1.[OH-].[Na+].CO. (2) Given the product [ClH:45].[NH2:7][CH:8]([CH2:36][C:37]1[CH:42]=[CH:41][C:40]([F:43])=[CH:39][CH:38]=1)[C:9]([N:11]1[CH2:16][CH2:15][N:14]([CH:17]([CH2:18][C:19]2[CH:28]=[CH:27][C:26]3[C:21](=[CH:22][CH:23]=[CH:24][CH:25]=3)[CH:20]=2)[C:29]([NH:30][CH3:31])=[O:32])[CH2:13][CH:12]1[CH2:33][O:34][CH3:35])=[O:10], predict the reactants needed to synthesize it. The reactants are: C(OC(=O)[NH:7][CH:8]([CH2:36][C:37]1[CH:42]=[CH:41][C:40]([F:43])=[CH:39][CH:38]=1)[C:9]([N:11]1[CH2:16][CH2:15][N:14]([CH:17]([C:29](=[O:32])[NH:30][CH3:31])[CH2:18][C:19]2[CH:28]=[CH:27][C:26]3[C:21](=[CH:22][CH:23]=[CH:24][CH:25]=3)[CH:20]=2)[CH2:13][CH:12]1[CH2:33][O:34][CH3:35])=[O:10])(C)(C)C.[Cl:45]CCCl. (3) The reactants are: B(Br)(Br)Br.[F:5][C:6]1[CH:11]=[CH:10][C:9]([C:12]2[CH:17]=[CH:16][C:15]([CH2:18][CH2:19][C:20]([CH3:29])([S:25]([CH3:28])(=[O:27])=[O:26])[C:21]([NH:23][OH:24])=[O:22])=[C:14]([O:30]C)[CH:13]=2)=[CH:8][CH:7]=1. Given the product [F:5][C:6]1[CH:11]=[CH:10][C:9]([C:12]2[CH:17]=[CH:16][C:15]([CH2:18][CH2:19][C:20]([CH3:29])([S:25]([CH3:28])(=[O:26])=[O:27])[C:21]([NH:23][OH:24])=[O:22])=[C:14]([OH:30])[CH:13]=2)=[CH:8][CH:7]=1, predict the reactants needed to synthesize it. (4) Given the product [Cl:26][CH2:27][C:28]([N:12]1[CH2:13][CH2:14][N:9]([C:5]2[CH:6]=[CH:7][CH:8]=[C:3]([Cl:2])[CH:4]=2)[CH2:10][CH2:11]1)=[O:29], predict the reactants needed to synthesize it. The reactants are: Cl.[Cl:2][C:3]1[CH:4]=[C:5]([N:9]2[CH2:14][CH2:13][NH:12][CH2:11][CH2:10]2)[CH:6]=[CH:7][CH:8]=1.C(N(CC)CC)C.C(Cl)CCl.[Cl:26][CH2:27][C:28](O)=[O:29]. (5) Given the product [NH2:1][C:2]1[CH:3]=[C:4]([S:8][C:9]([O:11][C:12]([CH3:15])([CH3:14])[CH3:13])=[O:10])[CH:5]=[CH:6][CH:7]=1, predict the reactants needed to synthesize it. The reactants are: [NH2:1][C:2]1[CH:3]=[C:4]([SH:8])[CH:5]=[CH:6][CH:7]=1.[C:9](O[C:9]([O:11][C:12]([CH3:15])([CH3:14])[CH3:13])=[O:10])([O:11][C:12]([CH3:15])([CH3:14])[CH3:13])=[O:10].C(N(CC)CC)C. (6) Given the product [N:6]1([N:11]=[C:12]2[CH:17]=[CH:16][C:15]([NH:18][C:19](=[O:38])[CH:20]([C:32]3[CH:37]=[CH:36][CH:35]=[CH:34][CH:33]=3)[NH:21][C:22]([NH:24][C:25]3[CH:26]=[CH:27][C:28]([Br:31])=[CH:29][N:1]=3)=[S:23])=[CH:14][CH2:13]2)[CH2:10][CH2:9][CH2:8][CH2:7]1, predict the reactants needed to synthesize it. The reactants are: [NH:1]1C=CN=C1.[N:6]1([N:11]=[C:12]2[CH:17]=[CH:16][C:15]([NH:18][C:19](=[O:38])[CH:20]([C:32]3[CH:37]=[CH:36][CH:35]=[CH:34][CH:33]=3)[NH:21][C:22]([NH:24][C:25]3C=[CH:29][C:28]([Br:31])=[CH:27][CH:26]=3)=[S:23])=[CH:14][CH2:13]2)[CH2:10][CH2:9][CH2:8][CH2:7]1. (7) Given the product [O:1]=[C:2]1[N:6]([C:7]2[CH:24]=[CH:23][C:10]3[C:11]4[NH:12][N:13]=[CH:14][C:15]=4[CH2:16][CH2:17][CH2:18][C:9]=3[CH:8]=2)[CH2:5][C@H:4]([CH2:25][NH:26][C:27](=[O:30])[CH2:28][CH3:29])[O:3]1, predict the reactants needed to synthesize it. The reactants are: [O:1]=[C:2]1[N:6]([C:7]2[CH:24]=[CH:23][C:10]3[C:11]4[N:12](C(=O)CC)[N:13]=[CH:14][C:15]=4[CH2:16][CH2:17][CH2:18][C:9]=3[CH:8]=2)[CH2:5][C@H:4]([CH2:25][NH:26][C:27](=[O:30])[CH2:28][CH3:29])[O:3]1.C(N)C1C=CC=CC=1.